From a dataset of Forward reaction prediction with 1.9M reactions from USPTO patents (1976-2016). Predict the product of the given reaction. Given the reactants Cl[C:2]1[C:11]2[N:10]=[C:9]([CH3:12])[CH:8]=[CH:7][C:6]=2[C:5](B(O)O)=[CH:4][N:3]=1.Br[C:17]1[CH:18]=[N:19][C:20]([CH3:23])=[N:21][CH:22]=1.[NH2:24][C:25]1[N:26]=[C:27]([CH3:30])[S:28][CH:29]=1, predict the reaction product. The product is: [CH3:12][C:9]1[CH:8]=[CH:7][C:6]2[C:11](=[C:2]([NH:24][C:25]3[N:26]=[C:27]([CH3:30])[S:28][CH:29]=3)[N:3]=[CH:4][C:5]=2[C:17]2[CH:18]=[N:19][C:20]([CH3:23])=[N:21][CH:22]=2)[N:10]=1.